Dataset: Reaction yield outcomes from USPTO patents with 853,638 reactions. Task: Predict the reaction yield, written as a fraction of the theoretical maximum amount of product (1.0 means a 100% yield; for example, 0.34 means a 34% yield). (1) The reactants are Br[C:2]1[S:3][C:4]([Br:7])=[CH:5][N:6]=1.[NH:8]1[CH2:13][CH2:12][NH:11][CH2:10][CH2:9]1.C(N(CC)CC)C. The catalyst is O1CCCC1. The product is [Br:7][C:4]1[S:3][C:2]([N:8]2[CH2:13][CH2:12][NH:11][CH2:10][CH2:9]2)=[N:6][CH:5]=1. The yield is 0.940. (2) The reactants are [Br:1][CH:2]1[CH2:23][CH2:22][C:5]2=[CH:6][C:7]3[C:8]4[CH:17]=[CH:16][C:15]([CH:18]([OH:21])[CH2:19][Br:20])=[CH:14][C:9]=4[CH2:10][O:11][C:12]=3[CH:13]=[C:4]2[C:3]1=[O:24].C(=O)(O)[O-].[Na+].[Br-].[Na+].O. The catalyst is C(Cl)Cl.CC1(C)N([O])C(C)(C)CCC1.C(O)(C)C. The product is [Br:1][CH:2]1[CH2:23][CH2:22][C:5]2=[CH:6][C:7]3[C:8]4[CH:17]=[CH:16][C:15]([C:18](=[O:21])[CH2:19][Br:20])=[CH:14][C:9]=4[CH2:10][O:11][C:12]=3[CH:13]=[C:4]2[C:3]1=[O:24]. The yield is 0.760. (3) The reactants are C[O:2][C:3](=O)[C:4]1[CH:9]=[CH:8][N:7]=[C:6]([CH3:10])[CH:5]=1.O.[NH2:13][NH2:14]. The catalyst is CO. The product is [CH3:10][C:6]1[CH:5]=[C:4]([CH:9]=[CH:8][N:7]=1)[C:3]([NH:13][NH2:14])=[O:2]. The yield is 0.860.